This data is from HIV replication inhibition screening data with 41,000+ compounds from the AIDS Antiviral Screen. The task is: Binary Classification. Given a drug SMILES string, predict its activity (active/inactive) in a high-throughput screening assay against a specified biological target. (1) The drug is Cn1c(=O)[nH]c2[nH]c3ccccc3c2c1=O. The result is 0 (inactive). (2) The molecule is CCOC(=O)C(C#N)=Cc1ccc([N+](=O)[O-])cc1. The result is 0 (inactive).